Task: Regression. Given two drug SMILES strings and cell line genomic features, predict the synergy score measuring deviation from expected non-interaction effect.. Dataset: NCI-60 drug combinations with 297,098 pairs across 59 cell lines Drug 1: CCC1(CC2CC(C3=C(CCN(C2)C1)C4=CC=CC=C4N3)(C5=C(C=C6C(=C5)C78CCN9C7C(C=CC9)(C(C(C8N6C=O)(C(=O)OC)O)OC(=O)C)CC)OC)C(=O)OC)O.OS(=O)(=O)O. Drug 2: CC(C)(C#N)C1=CC(=CC(=C1)CN2C=NC=N2)C(C)(C)C#N. Cell line: M14. Synergy scores: CSS=15.7, Synergy_ZIP=-3.54, Synergy_Bliss=-1.47, Synergy_Loewe=-14.7, Synergy_HSA=-1.27.